From a dataset of Full USPTO retrosynthesis dataset with 1.9M reactions from patents (1976-2016). Predict the reactants needed to synthesize the given product. (1) The reactants are: [C:1]([O:5][C:6](=[O:32])[N:7]([CH:9]1[CH2:14][CH2:13][CH:12]([NH:15][CH2:16][C:17]2[CH:22]=[C:21]([C:23]3[CH:24]=[N:25][C:26]([CH3:29])=[CH:27][CH:28]=3)[CH:20]=[CH:19][C:18]=2[O:30][CH3:31])[CH2:11][CH2:10]1)[CH3:8])([CH3:4])([CH3:3])[CH3:2].[Cl:33][C:34]1[C:35]2[C:45]([F:46])=[CH:44][CH:43]=[CH:42][C:36]=2[S:37][C:38]=1[C:39](Cl)=[O:40]. Given the product [C:1]([O:5][C:6](=[O:32])[N:7]([CH:9]1[CH2:10][CH2:11][CH:12]([N:15]([C:39]([C:38]2[S:37][C:36]3[CH:42]=[CH:43][CH:44]=[C:45]([F:46])[C:35]=3[C:34]=2[Cl:33])=[O:40])[CH2:16][C:17]2[CH:22]=[C:21]([C:23]3[CH:24]=[N:25][C:26]([CH3:29])=[CH:27][CH:28]=3)[CH:20]=[CH:19][C:18]=2[O:30][CH3:31])[CH2:13][CH2:14]1)[CH3:8])([CH3:4])([CH3:3])[CH3:2], predict the reactants needed to synthesize it. (2) Given the product [NH2:22][C:16]1[C:15]2[C:19](=[CH:20][CH:21]=[C:13]([C:8]3[C:7]([Cl:6])=[CH:12][CH:11]=[CH:10][N:9]=3)[CH:14]=2)[N:18]([C:30]([O:32][C:33]([CH3:36])([CH3:35])[CH3:34])=[O:31])[N:17]=1, predict the reactants needed to synthesize it. The reactants are: O1CCCC1.[Cl:6][C:7]1[C:8]([C:13]2[CH:14]=[C:15]3[C:19](=[CH:20][CH:21]=2)[NH:18][N:17]=[C:16]3[NH2:22])=[N:9][CH:10]=[CH:11][CH:12]=1.C(N(CC)CC)C.[C:30](O[C:30]([O:32][C:33]([CH3:36])([CH3:35])[CH3:34])=[O:31])([O:32][C:33]([CH3:36])([CH3:35])[CH3:34])=[O:31]. (3) The reactants are: [CH3:1][C:2]([C:8]1[C:13](=[O:14])[C:12]([CH3:15])=[C:11]([CH3:16])[C:10](=[O:17])[C:9]=1[CH3:18])([CH3:7])[CH2:3][C:4]([OH:6])=[O:5].[N+:19]([O-:33])([O:21][CH2:22][C@H:23]([O:29][N+:30]([O-:32])=[O:31])[CH2:24][CH2:25][CH2:26][CH2:27]O)=[O:20].CCN=C=NCCCN(C)C. Given the product [CH3:7][C:2]([C:8]1[C:13](=[O:14])[C:12]([CH3:15])=[C:11]([CH3:16])[C:10](=[O:17])[C:9]=1[CH3:18])([CH3:1])[CH2:3][C:4]([O:6][CH2:27][CH2:26][CH2:25][CH2:24][C@@H:23]([O:29][N+:30]([O-:32])=[O:31])[CH2:22][O:21][N+:19]([O-:33])=[O:20])=[O:5], predict the reactants needed to synthesize it. (4) Given the product [CH3:1][C:2]1[CH:3]=[C:4]([NH:16][C:17]2[C:26]3[C:21](=[CH:22][CH:23]=[C:24]([NH:27][C:28]4[O:32][CH2:31][C:30]5([CH2:37][CH2:36][N:35]([C:38](=[O:40])[CH3:39])[CH2:34][CH2:33]5)[N:29]=4)[CH:25]=3)[N:20]=[CH:19][N:18]=2)[CH:5]=[CH:6][C:7]=1[O:8][C:9]1[CH:10]=[N:11][C:12]([CH3:15])=[CH:13][CH:14]=1, predict the reactants needed to synthesize it. The reactants are: [CH3:1][C:2]1[CH:3]=[C:4]([NH:16][C:17]2[C:26]3[C:21](=[CH:22][CH:23]=[C:24]([NH:27][C:28]4[O:32][CH2:31][C:30]5([CH2:37][CH2:36][NH:35][CH2:34][CH2:33]5)[N:29]=4)[CH:25]=3)[N:20]=[CH:19][N:18]=2)[CH:5]=[CH:6][C:7]=1[O:8][C:9]1[CH:10]=[N:11][C:12]([CH3:15])=[CH:13][CH:14]=1.[C:38](OC(=O)C)(=[O:40])[CH3:39]. (5) Given the product [Cl:9][C:3]1[C:2]2[NH:1][C:20]([NH:19][C:16]3[CH:15]=[CH:14][C:13]([N+:10]([O-:12])=[O:11])=[CH:18][CH:17]=3)=[N:8][C:7]=2[CH:6]=[CH:5][N:4]=1, predict the reactants needed to synthesize it. The reactants are: [NH2:1][C:2]1[C:3]([Cl:9])=[N:4][CH:5]=[CH:6][C:7]=1[NH2:8].[N+:10]([C:13]1[CH:18]=[CH:17][C:16]([N:19]=[C:20]=S)=[CH:15][CH:14]=1)([O-:12])=[O:11].CC(N=C=NC(C)C)C. (6) The reactants are: [NH2:1][C:2]1[C:3]2[C:13]([O:14][CH2:15][C:16]([NH:19][C:20](=[O:28])[C:21]3[CH:26]=[CH:25][N:24]=[C:23](Br)[CH:22]=3)([CH3:18])[CH3:17])=[CH:12][CH:11]=[CH:10][C:4]=2[NH:5][S:6](=[O:9])(=[O:8])[N:7]=1.[F:29][C:30]1[CH:31]=[C:32](B(O)O)[CH:33]=[CH:34][CH:35]=1. Given the product [NH2:1][C:2]1[C:3]2[C:13]([O:14][CH2:15][C:16]([NH:19][C:20](=[O:28])[C:21]3[CH:26]=[CH:25][N:24]=[C:23]([C:34]4[CH:33]=[CH:32][CH:31]=[C:30]([F:29])[CH:35]=4)[CH:22]=3)([CH3:18])[CH3:17])=[CH:12][CH:11]=[CH:10][C:4]=2[NH:5][S:6](=[O:9])(=[O:8])[N:7]=1, predict the reactants needed to synthesize it. (7) Given the product [CH2:1]([N:3]([C:22]1[CH:27]=[CH:26][CH:25]=[CH:24][CH:23]=1)[S:4]([C:7]1[CH:12]=[CH:11][C:10]([CH3:13])=[CH:9][CH:8]=1)(=[O:6])=[O:5])[CH3:2], predict the reactants needed to synthesize it. The reactants are: [CH2:1]([NH:3][S:4]([C:7]1[CH:12]=[CH:11][C:10]([CH3:13])=[CH:9][CH:8]=1)(=[O:6])=[O:5])[CH3:2].C([O-])([O-])=O.[K+].[K+].CN[C@@H:22]1[CH2:27][CH2:26][CH2:25][CH2:24][C@H:23]1NC.IC1C=CC=CC=1. (8) Given the product [Cl:28][C:24]1[CH:23]=[C:22]([C:21]2[C:7]3[C:6](=[CH:11][CH:10]=[C:9]([C:12](=[O:20])[C:13]4[CH:14]=[CH:15][C:16]([CH3:19])=[CH:17][CH:18]=4)[CH:8]=3)[NH:5][C:3](=[O:4])[N:32]=2)[CH:27]=[CH:26][CH:25]=1, predict the reactants needed to synthesize it. The reactants are: ClC(Cl)(Cl)[C:3]([NH:5][C:6]1[CH:11]=[CH:10][C:9]([C:12](=[O:20])[C:13]2[CH:18]=[CH:17][C:16]([CH3:19])=[CH:15][CH:14]=2)=[CH:8][C:7]=1[C:21](=O)[C:22]1[CH:27]=[CH:26][CH:25]=[C:24]([Cl:28])[CH:23]=1)=[O:4].[NH4+:32].C([O-])(=O)C. (9) The reactants are: [Cl:1][C:2]1[S:3][C:4]2[C:9](O)=[N:8][C:7]([C:11]([F:14])([F:13])[F:12])=[N:6][C:5]=2[N:15]=1.O.P(Cl)(Cl)([Cl:19])=O. Given the product [Cl:1][C:2]1[S:3][C:4]2[C:9]([Cl:19])=[N:8][C:7]([C:11]([F:14])([F:13])[F:12])=[N:6][C:5]=2[N:15]=1, predict the reactants needed to synthesize it.